From a dataset of Reaction yield outcomes from USPTO patents with 853,638 reactions. Predict the reaction yield, written as a fraction of the theoretical maximum amount of product (1.0 means a 100% yield; for example, 0.34 means a 34% yield). The reactants are [F:1][C:2]1[CH:21]=[CH:20][CH:19]=[C:18]([F:22])[C:3]=1[O:4][C:5]1[CH2:9][N:8]([C@@H:10]([CH2:14][CH2:15][CH3:16])[C:11]([OH:13])=O)[C:7](=[O:17])[CH:6]=1.[CH3:23][C:24]1([CH3:36])[O:28][C@H:27]([CH2:29][N:30]2[CH:34]=[CH:33][C:32]([NH2:35])=[N:31]2)[CH2:26][O:25]1.F[P-](F)(F)(F)(F)F.N1(O[P+](N(C)C)(N(C)C)N(C)C)C2C=CC=CC=2N=N1.C(N(CC)C(C)C)(C)C. The catalyst is CN(C)C=O.C(OCC)(=O)C. The product is [CH3:23][C:24]1([CH3:36])[O:28][C@H:27]([CH2:29][N:30]2[CH:34]=[CH:33][C:32]([NH:35][C:11](=[O:13])[C@@H:10]([N:8]3[CH2:9][C:5]([O:4][C:3]4[C:18]([F:22])=[CH:19][CH:20]=[CH:21][C:2]=4[F:1])=[CH:6][C:7]3=[O:17])[CH2:14][CH2:15][CH3:16])=[N:31]2)[CH2:26][O:25]1. The yield is 0.750.